The task is: Regression. Given two drug SMILES strings and cell line genomic features, predict the synergy score measuring deviation from expected non-interaction effect.. This data is from NCI-60 drug combinations with 297,098 pairs across 59 cell lines. (1) Drug 1: COC1=C(C=C2C(=C1)N=CN=C2NC3=CC(=C(C=C3)F)Cl)OCCCN4CCOCC4. Drug 2: CC1=C(N=C(N=C1N)C(CC(=O)N)NCC(C(=O)N)N)C(=O)NC(C(C2=CN=CN2)OC3C(C(C(C(O3)CO)O)O)OC4C(C(C(C(O4)CO)O)OC(=O)N)O)C(=O)NC(C)C(C(C)C(=O)NC(C(C)O)C(=O)NCCC5=NC(=CS5)C6=NC(=CS6)C(=O)NCCC[S+](C)C)O. Cell line: HCT-15. Synergy scores: CSS=40.0, Synergy_ZIP=-4.98, Synergy_Bliss=4.44, Synergy_Loewe=6.31, Synergy_HSA=7.98. (2) Drug 1: CC1=C2C(C(=O)C3(C(CC4C(C3C(C(C2(C)C)(CC1OC(=O)C(C(C5=CC=CC=C5)NC(=O)C6=CC=CC=C6)O)O)OC(=O)C7=CC=CC=C7)(CO4)OC(=O)C)O)C)OC(=O)C. Drug 2: CN(CCCl)CCCl.Cl. Cell line: HOP-62. Synergy scores: CSS=6.82, Synergy_ZIP=2.65, Synergy_Bliss=9.33, Synergy_Loewe=-17.0, Synergy_HSA=-9.72. (3) Drug 1: C1=CC(=CC=C1CCCC(=O)O)N(CCCl)CCCl. Drug 2: C1=CN(C=N1)CC(O)(P(=O)(O)O)P(=O)(O)O. Cell line: M14. Synergy scores: CSS=-11.9, Synergy_ZIP=-4.20, Synergy_Bliss=-25.7, Synergy_Loewe=-27.9, Synergy_HSA=-26.7. (4) Drug 1: C1CCC(C(C1)N)N.C(=O)(C(=O)[O-])[O-].[Pt+4]. Drug 2: CC1CCCC2(C(O2)CC(NC(=O)CC(C(C(=O)C(C1O)C)(C)C)O)C(=CC3=CSC(=N3)C)C)C. Cell line: HCC-2998. Synergy scores: CSS=55.0, Synergy_ZIP=-0.914, Synergy_Bliss=1.78, Synergy_Loewe=-11.9, Synergy_HSA=1.68. (5) Drug 1: CCC(=C(C1=CC=CC=C1)C2=CC=C(C=C2)OCCN(C)C)C3=CC=CC=C3.C(C(=O)O)C(CC(=O)O)(C(=O)O)O. Drug 2: C1CC(=O)NC(=O)C1N2C(=O)C3=CC=CC=C3C2=O. Cell line: NCI-H522. Synergy scores: CSS=3.20, Synergy_ZIP=-1.40, Synergy_Bliss=-0.0185, Synergy_Loewe=-4.17, Synergy_HSA=-1.12. (6) Drug 1: CCCS(=O)(=O)NC1=C(C(=C(C=C1)F)C(=O)C2=CNC3=C2C=C(C=N3)C4=CC=C(C=C4)Cl)F. Drug 2: C1CCN(CC1)CCOC2=CC=C(C=C2)C(=O)C3=C(SC4=C3C=CC(=C4)O)C5=CC=C(C=C5)O. Cell line: TK-10. Synergy scores: CSS=13.3, Synergy_ZIP=-0.502, Synergy_Bliss=7.27, Synergy_Loewe=6.29, Synergy_HSA=6.34.